This data is from Forward reaction prediction with 1.9M reactions from USPTO patents (1976-2016). The task is: Predict the product of the given reaction. (1) Given the reactants [CH3:1][O:2][C:3]1[CH:24]=[CH:23][C:6]2[NH:7][C:8]([CH:10]3[O:15][CH2:14][CH2:13][N:12](CC4C=CC=CC=4)[CH2:11]3)=[N:9][C:5]=2[CH:4]=1.Cl.C(Cl)Cl, predict the reaction product. The product is: [CH3:1][O:2][C:3]1[CH:24]=[CH:23][C:6]2[NH:7][C:8]([CH:10]3[O:15][CH2:14][CH2:13][NH:12][CH2:11]3)=[N:9][C:5]=2[CH:4]=1. (2) The product is: [F:14][C:15]1[C:16]([C:34]([NH:1][CH2:2][C:3]([OH:7])([C:8]2[CH:13]=[CH:12][CH:11]=[CH:10][CH:9]=2)[CH2:4][CH2:5][CH3:6])=[O:35])=[N:17][CH:18]=[CH:19][C:20]=1[S:21][C:22]1[S:26][C:25]([NH:27][C:28]2[CH:33]=[CH:32][CH:31]=[CH:30][N:29]=2)=[N:24][CH:23]=1. Given the reactants [NH2:1][CH2:2][C:3]([C:8]1[CH:13]=[CH:12][CH:11]=[CH:10][CH:9]=1)([OH:7])[CH2:4][CH2:5][CH3:6].[F:14][C:15]1[C:16]([C:34](O)=[O:35])=[N:17][CH:18]=[CH:19][C:20]=1[S:21][C:22]1[S:26][C:25]([NH:27][C:28]2[CH:33]=[CH:32][CH:31]=[CH:30][N:29]=2)=[N:24][CH:23]=1.CCN=C=NCCCN(C)C.C1C=CC2N(O)N=NC=2C=1.C(N(C(C)C)CC)(C)C, predict the reaction product. (3) Given the reactants [CH2:1]([O:8][CH2:9][CH2:10][CH:11]([C:17]([O:19][CH2:20][CH3:21])=[O:18])[C:12]([O:14][CH2:15][CH3:16])=[O:13])[C:2]1[CH:7]=[CH:6][CH:5]=[CH:4][CH:3]=1.[C:22](=O)(O)[O-:23].[K+].C=O.Cl, predict the reaction product. The product is: [CH2:1]([O:8][CH2:9][CH2:10][C:11]([CH2:22][OH:23])([C:12]([O:14][CH2:15][CH3:16])=[O:13])[C:17]([O:19][CH2:20][CH3:21])=[O:18])[C:2]1[CH:3]=[CH:4][CH:5]=[CH:6][CH:7]=1. (4) Given the reactants C([Sn](CCCC)(CCCC)[O:6][Sn:7]([CH2:16][CH2:17][CH2:18][CH3:19])([CH2:12][CH2:13][CH2:14][CH3:15])[CH2:8][CH2:9][CH2:10][CH3:11])CCC.Cl[Si:29](Cl)([CH3:31])[CH3:30], predict the reaction product. The product is: [CH2:16]([Sn:7]([CH2:12][CH2:13][CH2:14][CH3:15])([CH2:8][CH2:9][CH2:10][CH3:11])[O:6][Si:29]([O:6][Sn:7]([CH2:8][CH2:9][CH2:10][CH3:11])([CH2:12][CH2:13][CH2:14][CH3:15])[CH2:16][CH2:17][CH2:18][CH3:19])([CH3:31])[CH3:30])[CH2:17][CH2:18][CH3:19]. (5) Given the reactants [CH:1]([C:4]1[CH:5]=[N:6][C:7]([N:10]2[CH2:15][CH2:14][CH:13]([C@H:16]3[CH2:18][C@H:17]3[CH2:19][OH:20])[CH2:12][CH2:11]2)=[N:8][CH:9]=1)([CH3:3])[CH3:2].IC[C@@H]1C[C@@H]1C1CCN(C2N=CC(C(C)C)=CN=2)CC1.[CH3:41][S:42]([C:45]1[CH:52]=[CH:51][C:48]([CH2:49]O)=[CH:47][CH:46]=1)(=[O:44])=[O:43], predict the reaction product. The product is: [CH:1]([C:4]1[CH:5]=[N:6][C:7]([N:10]2[CH2:15][CH2:14][CH:13]([C@H:16]3[CH2:18][C@H:17]3[CH2:19][O:20][CH2:49][C:48]3[CH:47]=[CH:46][C:45]([S:42]([CH3:41])(=[O:44])=[O:43])=[CH:52][CH:51]=3)[CH2:12][CH2:11]2)=[N:8][CH:9]=1)([CH3:3])[CH3:2]. (6) Given the reactants [NH2:1][CH2:2][CH2:3][C:4]1[CH:5]=[C:6]([NH:10][C:11]([NH:13][CH2:14][CH2:15][CH2:16][C:17]2[CH:22]=[CH:21][CH:20]=[CH:19][CH:18]=2)=[O:12])[CH:7]=[CH:8][CH:9]=1.[CH2:23]([O:30][C:31]1[CH:32]=[CH:33][C:34]([C@@H:42]([O:45][Si:46]([C:49]([CH3:52])([CH3:51])[CH3:50])([CH3:48])[CH3:47])[CH2:43]Br)=[C:35]2[C:40]=1[NH:39][C:38](=[O:41])[CH:37]=[CH:36]2)[C:24]1[CH:29]=[CH:28][CH:27]=[CH:26][CH:25]=1.C(=O)([O-])O.[Na+].O, predict the reaction product. The product is: [CH2:23]([O:30][C:31]1[CH:32]=[CH:33][C:34]([C@@H:42]([O:45][Si:46]([C:49]([CH3:50])([CH3:52])[CH3:51])([CH3:48])[CH3:47])[CH2:43][NH:1][CH2:2][CH2:3][C:4]2[CH:5]=[C:6]([NH:10][C:11]([NH:13][CH2:14][CH2:15][CH2:16][C:17]3[CH:22]=[CH:21][CH:20]=[CH:19][CH:18]=3)=[O:12])[CH:7]=[CH:8][CH:9]=2)=[C:35]2[C:40]=1[NH:39][C:38](=[O:41])[CH:37]=[CH:36]2)[C:24]1[CH:25]=[CH:26][CH:27]=[CH:28][CH:29]=1. (7) Given the reactants COC1C=C(OC)C=CC=1C[N:6]([C:35]1[CH:40]=[CH:39][N:38]=[CH:37][N:36]=1)[S:7]([C:10]1[CH:15]=[C:14]([CH3:16])[C:13]([O:17][C@H:18]2[CH2:22][CH2:21][CH2:20][C@@H:19]2[C:23]2[CH:24]=[N:25][N:26](C3CCCCO3)[CH:27]=2)=[CH:12][C:11]=1[F:34])(=[O:9])=[O:8].C([SiH](CC)CC)C.FC(F)(F)C(O)=O.ClCCl, predict the reaction product. The product is: [F:34][C:11]1[CH:12]=[C:13]([O:17][C@H:18]2[CH2:22][CH2:21][CH2:20][C@@H:19]2[C:23]2[CH:24]=[N:25][NH:26][CH:27]=2)[C:14]([CH3:16])=[CH:15][C:10]=1[S:7]([NH:6][C:35]1[CH:40]=[CH:39][N:38]=[CH:37][N:36]=1)(=[O:8])=[O:9]. (8) The product is: [ClH:1].[CH3:13][N:12]1[C:8]([C:6]2[C:5]([F:15])=[CH:4][N:3]=[C:2]([NH:29][C:28]3[CH:30]=[CH:31][C:25]([C:23]([N:20]4[CH2:21][CH2:22][N:17]([CH3:16])[CH2:18][CH2:19]4)=[O:24])=[CH:26][C:27]=3[O:32][C:33]([F:35])([F:36])[F:34])[N:7]=2)=[CH:9][N:10]=[C:11]1[CH3:14]. Given the reactants [Cl:1][C:2]1[N:7]=[C:6]([C:8]2[N:12]([CH3:13])[C:11]([CH3:14])=[N:10][CH:9]=2)[C:5]([F:15])=[CH:4][N:3]=1.[CH3:16][N:17]1[CH2:22][CH2:21][N:20]([C:23]([C:25]2[CH:31]=[CH:30][C:28]([NH2:29])=[C:27]([O:32][C:33]([F:36])([F:35])[F:34])[CH:26]=2)=[O:24])[CH2:19][CH2:18]1, predict the reaction product.